Dataset: Forward reaction prediction with 1.9M reactions from USPTO patents (1976-2016). Task: Predict the product of the given reaction. (1) Given the reactants F[C:2]1[CH:9]=[CH:8][C:5]([CH:6]=[O:7])=[CH:4][C:3]=1[C:10]([F:13])([F:12])[F:11].[C:14]1([OH:20])[CH:19]=[CH:18][CH:17]=[CH:16][CH:15]=1.C(=O)([O-])[O-].[K+].[K+], predict the reaction product. The product is: [O:20]([C:2]1[CH:9]=[CH:8][C:5]([CH:6]=[O:7])=[CH:4][C:3]=1[C:10]([F:13])([F:12])[F:11])[C:14]1[CH:19]=[CH:18][CH:17]=[CH:16][CH:15]=1. (2) Given the reactants [CH3:1][C:2]1[N:6]2[CH2:7][CH:8]([CH2:11][C:12]3[CH:17]=[CH:16][CH:15]=[CH:14][CH:13]=3)[NH:9][CH2:10][C:5]2=[N:4][CH:3]=1.[CH3:18][C:19]([CH3:39])([O:21][C:22]([NH:24][C@H:25]([CH2:30][C:31]1[CH:36]=[CH:35][C:34]([F:37])=[C:33]([F:38])[CH:32]=1)[CH2:26][C:27](O)=[O:28])=[O:23])[CH3:20].C(N(C(C)C)CC)(C)C.F[P-](F)(F)(F)(F)F.N1(O[P+](N(C)C)(N(C)C)N(C)C)C2C=CC=CC=2N=N1, predict the reaction product. The product is: [CH3:20][C:19]([CH3:39])([O:21][C:22]([NH:24][C@H:25]([CH2:30][C:31]1[CH:36]=[CH:35][C:34]([F:37])=[C:33]([F:38])[CH:32]=1)[CH2:26][C:27]([N:9]1[CH:8]([CH2:11][C:12]2[CH:17]=[CH:16][CH:15]=[CH:14][CH:13]=2)[CH2:7][N:6]2[C:2]([CH3:1])=[CH:3][N:4]=[C:5]2[CH2:10]1)=[O:28])=[O:23])[CH3:18]. (3) Given the reactants [NH:1]([C:8]([NH:10][C:11]1[CH:12]=[CH:13][C:14]([O:20][CH:21]([C:28]2[CH:33]=[CH:32][CH:31]=[CH:30][CH:29]=2)[C:22]2[CH:27]=[CH:26][CH:25]=[CH:24][CH:23]=2)=[C:15]([CH:19]=1)[C:16](O)=[O:17])=[O:9])[C:2]1[CH:7]=[CH:6][CH:5]=[CH:4][CH:3]=1.[C:34]([NH2:38])([CH3:37])([CH3:36])[CH3:35].ON1C2C=CC=CC=2N=N1.Cl.C(N=C=NCCCN(C)C)C, predict the reaction product. The product is: [NH:1]([C:8]([NH:10][C:11]1[CH:12]=[CH:13][C:14]([O:20][CH:21]([C:22]2[CH:23]=[CH:24][CH:25]=[CH:26][CH:27]=2)[C:28]2[CH:29]=[CH:30][CH:31]=[CH:32][CH:33]=2)=[C:15]([CH:19]=1)[C:16]([NH:38][C:34]([CH3:37])([CH3:36])[CH3:35])=[O:17])=[O:9])[C:2]1[CH:7]=[CH:6][CH:5]=[CH:4][CH:3]=1. (4) Given the reactants [H-].[Na+].CN(C)[C:5](=O)[CH3:6].[CH2:9]([O:16][C:17]1[C:27]2[NH:26][C:25](=[O:28])[C:24]([CH3:30])([CH3:29])[C:23](=[O:31])[N:22]([CH3:32])[C:21]=2[CH:20]=[CH:19][CH:18]=1)[C:10]1[CH:15]=[CH:14][CH:13]=[CH:12][CH:11]=1.C(I)C, predict the reaction product. The product is: [CH2:9]([O:16][C:17]1[C:27]2[N:26]([CH2:5][CH3:6])[C:25](=[O:28])[C:24]([CH3:29])([CH3:30])[C:23](=[O:31])[N:22]([CH3:32])[C:21]=2[CH:20]=[CH:19][CH:18]=1)[C:10]1[CH:15]=[CH:14][CH:13]=[CH:12][CH:11]=1. (5) Given the reactants [CH3:1][O:2][C:3]1[C:4]([O:36][CH3:37])=[CH:5][C:6]2[N:12]([C:13]([C:15]3[CH:20]=[CH:19][C:18]([C:21]4[CH:26]=[CH:25][CH:24]=[CH:23][C:22]=4[C:27]([F:30])([F:29])[F:28])=[C:17]([CH3:31])[CH:16]=3)=[O:14])[CH2:11][C:10]3=[CH:32][CH:33]=[CH:34][N:9]3[CH2:8][C:7]=2[CH:35]=1.[O:38]=[C:39](Cl)OC(Cl)(Cl)Cl.C(N(CC)CC)C.[NH:53]1[CH2:58][CH2:57][C:56](=[O:59])[CH2:55][CH2:54]1, predict the reaction product. The product is: [CH3:1][O:2][C:3]1[C:4]([O:36][CH3:37])=[CH:5][C:6]2[N:12]([C:13]([C:15]3[CH:20]=[CH:19][C:18]([C:21]4[CH:26]=[CH:25][CH:24]=[CH:23][C:22]=4[C:27]([F:30])([F:29])[F:28])=[C:17]([CH3:31])[CH:16]=3)=[O:14])[CH2:11][C:10]3=[CH:32][CH:33]=[C:34]([C:39]([N:53]4[CH2:58][CH2:57][C:56](=[O:59])[CH2:55][CH2:54]4)=[O:38])[N:9]3[CH2:8][C:7]=2[CH:35]=1. (6) Given the reactants [CH3:1][CH:2]([CH3:22])[CH2:3][CH2:4][NH:5][C:6]([C:8]1[C:9]([C:14]2[CH:19]=[CH:18][CH:17]=[CH:16][C:15]=2[CH2:20][NH2:21])=[CH:10][CH:11]=[CH:12][CH:13]=1)=[O:7].[F:23][C:24]1[CH:29]=[CH:28][C:27]([S:30](Cl)(=[O:32])=[O:31])=[CH:26][CH:25]=1.CC(C)CCNC(C1C(C2C=CC=CC=2C(S(C2C=CC(F)=CC=2)(=O)=O)N)=CC=CC=1)=O, predict the reaction product. The product is: [CH3:1][CH:2]([CH3:22])[CH2:3][CH2:4][NH:5][C:6]([C:8]1[C:9]([C:14]2[CH:19]=[CH:18][CH:17]=[CH:16][C:15]=2[CH2:20][NH:21][S:30]([C:27]2[CH:28]=[CH:29][C:24]([F:23])=[CH:25][CH:26]=2)(=[O:32])=[O:31])=[CH:10][CH:11]=[CH:12][CH:13]=1)=[O:7]. (7) Given the reactants [CH2:1]([NH:5][C:6]([C:8]1[CH:24]=[CH:23][C:11]2[S:12][C:13]3[CH:21]=[CH:20][C:19]([Cl:22])=[CH:18][C:14]=3[C:15](Cl)=[N:16][C:10]=2[CH:9]=1)=[O:7])[CH2:2][CH2:3][CH3:4].[I-].[Cl:26][C:27]1[CH:28]=[C:29]([Zn+])[CH:30]=[CH:31][CH:32]=1, predict the reaction product. The product is: [CH2:1]([NH:5][C:6]([C:8]1[CH:24]=[CH:23][C:11]2[S:12][C:13]3[CH:21]=[CH:20][C:19]([Cl:22])=[CH:18][C:14]=3[C:15]([C:31]3[CH:30]=[CH:29][CH:28]=[C:27]([Cl:26])[CH:32]=3)=[N:16][C:10]=2[CH:9]=1)=[O:7])[CH2:2][CH2:3][CH3:4]. (8) Given the reactants [CH:1]1([C:7]2[C:15]3[S:14][C:13]([NH2:16])=[N:12][C:11]=3[C:10]([O:17][CH3:18])=[CH:9][CH:8]=2)[CH2:6][CH2:5][CH2:4][CH2:3][CH2:2]1.C(N(C(C)C)C(C)C)C.[Cl:28][CH2:29][C:30]1[CH:38]=[CH:37][C:33]([C:34](Cl)=[O:35])=[CH:32][CH:31]=1, predict the reaction product. The product is: [Cl:28][CH2:29][C:30]1[CH:38]=[CH:37][C:33]([C:34]([NH:16][C:13]2[S:14][C:15]3[C:7]([CH:1]4[CH2:2][CH2:3][CH2:4][CH2:5][CH2:6]4)=[CH:8][CH:9]=[C:10]([O:17][CH3:18])[C:11]=3[N:12]=2)=[O:35])=[CH:32][CH:31]=1. (9) Given the reactants Cl.[Cl:2][CH:3]=[CH:4][CH2:5][NH:6][C@@H:7]([C:9]1[C:18]2[C:13](=[CH:14][CH:15]=[CH:16][CH:17]=2)[CH:12]=[CH:11][CH:10]=1)[CH3:8].[OH-].[Na+].O, predict the reaction product. The product is: [Cl:2][CH:3]=[CH:4][CH2:5][NH:6][C@@H:7]([C:9]1[C:18]2[C:13](=[CH:14][CH:15]=[CH:16][CH:17]=2)[CH:12]=[CH:11][CH:10]=1)[CH3:8].